Dataset: Reaction yield outcomes from USPTO patents with 853,638 reactions. Task: Predict the reaction yield, written as a fraction of the theoretical maximum amount of product (1.0 means a 100% yield; for example, 0.34 means a 34% yield). (1) The reactants are C(O[C:6](=O)[N:7]([CH2:9][C:10]1[CH:14]=[C:13]([C:15]2[CH:20]=[CH:19][CH:18]=[CH:17][CH:16]=2)[N:12]([S:21]([C:24]2[C:25]([Cl:30])=[N:26][CH:27]=[CH:28][CH:29]=2)(=[O:23])=[O:22])[CH:11]=1)C)(C)(C)C.C(OCC)(=O)C.Cl. The catalyst is C(OCC)(=O)C. The product is [ClH:30].[Cl:30][C:25]1[C:24]([S:21]([N:12]2[C:13]([C:15]3[CH:20]=[CH:19][CH:18]=[CH:17][CH:16]=3)=[CH:14][C:10]([CH2:9][NH:7][CH3:6])=[CH:11]2)(=[O:22])=[O:23])=[CH:29][CH:28]=[CH:27][N:26]=1. The yield is 0.490. (2) The yield is 0.120. The catalyst is CN(C=O)C. The product is [CH2:8]([O:17][C:16]1[C:11]([F:10])=[C:12]2[CH:20]=[CH:19][NH:18][C:13]2=[N:14][CH:15]=1)[CH3:9]. The reactants are C(=O)([O-])[O-].[K+].[K+].Br[CH2:8][CH3:9].[F:10][C:11]1[C:16]([OH:17])=[CH:15][N:14]=[C:13]2[N:18]([Si](C(C)C)(C(C)C)C(C)C)[CH:19]=[CH:20][C:12]=12.O.C(#N)C. (3) The reactants are [N:1]1([C:7]2[CH:12]=[CH:11][C:10]([NH:13][C:14]([C:16]3[N:21]=[C:20]([CH2:22][N:23]([CH3:42])[CH2:24][CH2:25][O:26][CH2:27][CH2:28][O:29][CH2:30][CH2:31][O:32][CH2:33][CH2:34][C:35]([O:37]C(C)(C)C)=[O:36])[CH:19]=[CH:18][CH:17]=3)=[O:15])=[C:9]([C:43](=[O:60])[NH:44][C:45]3[CH:49]=[CH:48][N:47]([C:50]4[CH:55]=[CH:54][CH:53]=[C:52]([C:56]([F:59])([F:58])[F:57])[CH:51]=4)[N:46]=3)[CH:8]=2)[CH2:6][CH2:5][CH2:4][CH2:3][CH2:2]1.FC(F)(F)C(O)=O. The catalyst is ClCCl. The product is [CH3:42][N:23]([CH2:24][CH2:25][O:26][CH2:27][CH2:28][O:29][CH2:30][CH2:31][O:32][CH2:33][CH2:34][C:35]([OH:37])=[O:36])[CH2:22][C:20]1[CH:19]=[CH:18][CH:17]=[C:16]([C:14](=[O:15])[NH:13][C:10]2[CH:11]=[CH:12][C:7]([N:1]3[CH2:2][CH2:3][CH2:4][CH2:5][CH2:6]3)=[CH:8][C:9]=2[C:43](=[O:60])[NH:44][C:45]2[CH:49]=[CH:48][N:47]([C:50]3[CH:55]=[CH:54][CH:53]=[C:52]([C:56]([F:57])([F:58])[F:59])[CH:51]=3)[N:46]=2)[N:21]=1. The yield is 0.130.